From a dataset of Full USPTO retrosynthesis dataset with 1.9M reactions from patents (1976-2016). Predict the reactants needed to synthesize the given product. (1) Given the product [F:48][C:2]1[CH:29]=[CH:28][C:5]([O:6][CH:7]2[CH2:10][N:9]([CH2:11][CH2:12][C@H:13]([NH:16][C:17]([NH:19][C:20]3[N:21]([CH3:27])[N:22]=[C:23]([CH2:25][CH3:26])[CH:24]=3)=[O:18])[CH2:14][OH:15])[CH2:8]2)=[CH:4][CH:3]=1, predict the reactants needed to synthesize it. The reactants are: Cl[C:2]1[CH:29]=[CH:28][C:5]([O:6][CH:7]2[CH2:10][N:9]([CH2:11][CH2:12][C@H:13]([NH:16][C:17]([NH:19][C:20]3[N:21]([CH3:27])[N:22]=[C:23]([CH2:25][CH3:26])[CH:24]=3)=[O:18])[CH2:14][OH:15])[CH2:8]2)=[CH:4][CH:3]=1.Cl.N[C@@H](CCN1CC(OC2C=CC([F:48])=CC=2)C1)CO. (2) Given the product [CH3:1][CH:2]([CH3:30])[C:3]([NH:5][C@H:6]1[CH2:11][CH2:10][C:9]([C:12]2[CH:13]=[CH:14][C:15]([NH:18][C:19]([N:21]3[CH2:29][C:28]4[CH:27]=[CH:26][N:25]=[CH:24][C:23]=4[CH2:22]3)=[O:20])=[CH:16][CH:17]=2)=[CH:8][CH2:7]1)=[O:4], predict the reactants needed to synthesize it. The reactants are: [CH3:1][CH:2]([CH3:30])[C:3]([NH:5][CH:6]1[CH2:11][CH2:10][C:9]([C:12]2[CH:17]=[CH:16][C:15]([NH:18][C:19]([N:21]3[CH2:29][C:28]4[CH:27]=[CH:26][N:25]=[CH:24][C:23]=4[CH2:22]3)=[O:20])=[CH:14][CH:13]=2)=[CH:8][CH2:7]1)=[O:4]. (3) The reactants are: [H-].[Na+].[C:3]1([OH:9])[CH:8]=[CH:7][CH:6]=[CH:5][CH:4]=1.[Br:10][C:11]1[CH:20]=[CH:19][CH:18]=[C:17]2[C:12]=1[N:13]=[C:14](Cl)[C:15]([NH2:21])=[N:16]2. Given the product [Br:10][C:11]1[CH:20]=[CH:19][CH:18]=[C:17]2[C:12]=1[N:13]=[C:14]([O:9][C:3]1[CH:8]=[CH:7][CH:6]=[CH:5][CH:4]=1)[C:15]([NH2:21])=[N:16]2, predict the reactants needed to synthesize it. (4) Given the product [C:11]([O:10][CH:5]1[CH2:6][C:7]([CH3:9])([CH3:8])[N:2]([O:1][C:21](=[O:23])[CH3:22])[C:3]([CH3:20])([CH3:19])[CH2:4]1)(=[O:18])[C:12]1[CH:17]=[CH:16][CH:15]=[CH:14][CH:13]=1, predict the reactants needed to synthesize it. The reactants are: [OH:1][N:2]1[C:7]([CH3:9])([CH3:8])[CH2:6][CH:5]([O:10][C:11](=[O:18])[C:12]2[CH:17]=[CH:16][CH:15]=[CH:14][CH:13]=2)[CH2:4][C:3]1([CH3:20])[CH3:19].[C:21](O)(=[O:23])[CH3:22]. (5) Given the product [C:1]([O:5][C:6](=[O:7])[NH:8][C@@H:9]([CH:13]1[CH2:18][CH2:17][CH2:16][CH2:15][CH2:14]1)[C:10]([N:53]1[CH2:57][CH2:56][CH2:55][C@H:54]1[C:58]1[CH:63]=[CH:62][N:61]=[C:60]([C:64]2[C:72]3[C:67](=[CH:68][CH:69]=[CH:70][CH:71]=3)[NH:66][CH:65]=2)[CH:59]=1)=[O:12])([CH3:2])([CH3:3])[CH3:4], predict the reactants needed to synthesize it. The reactants are: [C:1]([O:5][C:6]([NH:8][C@@H:9]([CH:13]1[CH2:18][CH2:17][CH2:16][CH2:15][CH2:14]1)[C:10]([OH:12])=O)=[O:7])([CH3:4])([CH3:3])[CH3:2].C1C=CC2N(O)N=NC=2C=1.CN(C(ON1N=NC2C=CC=CC1=2)=[N+](C)C)C.F[P-](F)(F)(F)(F)F.[NH:53]1[CH2:57][CH2:56][CH2:55][C@H:54]1[C:58]1[CH:63]=[CH:62][N:61]=[C:60]([C:64]2[C:72]3[C:67](=[CH:68][CH:69]=[CH:70][CH:71]=3)[NH:66][CH:65]=2)[CH:59]=1.C(N(C(C)C)CC)(C)C. (6) Given the product [F:27][C:24]([F:25])([F:26])[CH:21]1[CH2:22][CH2:23][N:18]([CH2:17][CH2:16][O:15][C:12]2[CH:13]=[CH:14][C:8]3[O:7][C:6]([C:4]([OH:5])=[O:3])=[CH:10][C:9]=3[CH:11]=2)[CH2:19][CH2:20]1, predict the reactants needed to synthesize it. The reactants are: C([O:3][C:4]([C:6]1[O:7][C:8]2[CH:14]=[CH:13][C:12]([O:15][CH2:16][CH2:17][N:18]3[CH2:23][CH2:22][CH:21]([C:24]([F:27])([F:26])[F:25])[CH2:20][CH2:19]3)=[CH:11][C:9]=2[CH:10]=1)=[O:5])C.[OH-].[Li+]. (7) Given the product [C:39]([C:37]1[CH:38]=[C:34]([NH:33][C:32]([NH:27][C@@H:20]2[C:21]3[C:26](=[CH:25][CH:24]=[CH:23][CH:22]=3)[C@H:17]([O:16][C:13]3[CH:14]=[CH:15][C:10]4[N:11]([C:7]([C@@H:3]5[CH2:4][CH2:5][CH2:6][N:2]5[CH3:1])=[N:8][N:9]=4)[CH:12]=3)[CH2:18][CH2:19]2)=[O:31])[N:35]([C:43]2[CH:48]=[CH:47][C:46]([CH2:49][OH:50])=[CH:45][CH:44]=2)[N:36]=1)([CH3:42])([CH3:40])[CH3:41], predict the reactants needed to synthesize it. The reactants are: [CH3:1][N:2]1[CH2:6][CH2:5][CH2:4][C@H:3]1[C:7]1[N:11]2[CH:12]=[C:13]([O:16][C@H:17]3[C:26]4[C:21](=[CH:22][CH:23]=[CH:24][CH:25]=4)[C@@H:20]([NH2:27])[CH2:19][CH2:18]3)[CH:14]=[CH:15][C:10]2=[N:9][N:8]=1.ClC(Cl)(Cl)C[O:31][C:32](=O)[NH:33][C:34]1[N:35]([C:43]2[CH:48]=[CH:47][C:46]([CH2:49][OH:50])=[CH:45][CH:44]=2)[N:36]=[C:37]([C:39]([CH3:42])([CH3:41])[CH3:40])[CH:38]=1.CCN(C(C)C)C(C)C.